This data is from Catalyst prediction with 721,799 reactions and 888 catalyst types from USPTO. The task is: Predict which catalyst facilitates the given reaction. (1) Reactant: [Br:1][C:2]1[C:3]([F:9])=[C:4]([CH:6]=[CH:7][CH:8]=1)[NH2:5].[N+]([C:13]1[CH:14]=C(S([O-])(=O)=O)C=C[CH:18]=1)([O-])=O.[Na+].C(O)C(O)CO.S(=O)(=O)(O)O.[OH-].[Na+]. Product: [Br:1][C:2]1[C:3]([F:9])=[C:4]2[C:6]([CH:18]=[CH:13][CH:14]=[N:5]2)=[CH:7][CH:8]=1. The catalyst class is: 229. (2) Reactant: [CH3:1][CH:2]([CH3:17])[O:3][C:4]1[CH:9]=[CH:8][C:7]([C:10]2[C:11]([NH2:16])=[N:12][CH:13]=[CH:14][CH:15]=2)=[CH:6][CH:5]=1.[H-].[Na+].Cl[CH2:21][CH2:22][S:23](Cl)(=[O:25])=[O:24].O. Product: [CH3:1][CH:2]([CH3:17])[O:3][C:4]1[CH:5]=[CH:6][C:7]([C:10]2[C:11]3=[N:16][S:23](=[O:25])(=[O:24])[CH2:22][CH2:21][N:12]3[CH:13]=[CH:14][CH:15]=2)=[CH:8][CH:9]=1. The catalyst class is: 134. (3) Reactant: O1C[CH2:5][CH:4]([O:7][CH2:8][CH:9]2[CH2:14][CH2:13][N:12]([C:15]3[CH:16]=[CH:17][C:18]4[N:19]([C:21]([C:24]([F:27])([F:26])[F:25])=[N:22][N:23]=4)[N:20]=3)[CH2:11][CH2:10]2)[CH2:3]C1.O.[C:29]1(C)C=CC(S(O)(=O)=O)=CC=1.CC(C)=C. Product: [C:4]([O:7][CH2:8][CH:9]1[CH2:10][CH2:11][N:12]([C:15]2[CH:16]=[CH:17][C:18]3[N:19]([C:21]([C:24]([F:27])([F:25])[F:26])=[N:22][N:23]=3)[N:20]=2)[CH2:13][CH2:14]1)([CH3:5])([CH3:29])[CH3:3]. The catalyst class is: 2.